Predict the product of the given reaction. From a dataset of Forward reaction prediction with 1.9M reactions from USPTO patents (1976-2016). (1) Given the reactants C(=O)([O-])[O-].[K+].[K+].[F:7][C:8]1[CH:13]=[CH:12][C:11](B(O)O)=[CH:10][CH:9]=1.I[C:18]1[CH:23]=[CH:22][N:21]([CH2:24][CH2:25][C@@:26]([CH3:41])([S:37]([CH3:40])(=[O:39])=[O:38])[C:27]([NH:29][O:30][CH:31]2[CH2:36][CH2:35][CH2:34][CH2:33][O:32]2)=[O:28])[C:20](=[O:42])[CH:19]=1.O, predict the reaction product. The product is: [F:7][C:8]1[CH:13]=[CH:12][C:11]([C:18]2[CH:23]=[CH:22][N:21]([CH2:24][CH2:25][C@@:26]([CH3:41])([S:37]([CH3:40])(=[O:39])=[O:38])[C:27]([NH:29][O:30][CH:31]3[CH2:36][CH2:35][CH2:34][CH2:33][O:32]3)=[O:28])[C:20](=[O:42])[CH:19]=2)=[CH:10][CH:9]=1. (2) Given the reactants [CH2:1]1[CH2:5][O:4][CH2:3][CH2:2]1.[C:6]([C:10]1[CH:15]=[CH:14][C:13]([NH:16][C:17]2[C:26]3[C:21](=[CH:22][CH:23]=[CH:24][CH:25]=3)[C:20]([C:27]3[CH:32]=[CH:31][N:30]=[C:29](Cl)[N:28]=3)=[CH:19][N:18]=2)=[CH:12][CH:11]=1)([CH3:9])([CH3:8])[CH3:7].[CH2:34](Cl)Cl, predict the reaction product. The product is: [C:6]([C:10]1[CH:15]=[CH:14][C:13]([NH:16][C:17]2[C:26]3[C:21](=[CH:22][CH:23]=[CH:24][CH:25]=3)[C:20]([C:27]3[CH:32]=[CH:31][N:30]=[C:29]([CH:34]4[CH2:2][CH2:3][O:4][CH2:5][CH2:1]4)[N:28]=3)=[CH:19][N:18]=2)=[CH:12][CH:11]=1)([CH3:9])([CH3:8])[CH3:7].